Task: Regression. Given two drug SMILES strings and cell line genomic features, predict the synergy score measuring deviation from expected non-interaction effect.. Dataset: NCI-60 drug combinations with 297,098 pairs across 59 cell lines Drug 1: C1C(C(OC1N2C=C(C(=O)NC2=O)F)CO)O. Drug 2: C1C(C(OC1N2C=NC(=NC2=O)N)CO)O. Cell line: NCI/ADR-RES. Synergy scores: CSS=11.6, Synergy_ZIP=-10.8, Synergy_Bliss=-7.72, Synergy_Loewe=-3.73, Synergy_HSA=-3.18.